This data is from Forward reaction prediction with 1.9M reactions from USPTO patents (1976-2016). The task is: Predict the product of the given reaction. (1) Given the reactants [Cl:1][C:2]1[CH:3]=[CH:4][C:5]([O:25][CH3:26])=[C:6]([C:8]2[NH:12][N:11]=[CH:10][C:9]=2[NH:13][C:14]([C:16]2[CH:17]=[N:18][N:19]3[CH:24]=[CH:23][CH:22]=[N:21][C:20]=23)=[O:15])[CH:7]=1.[CH3:27][C:28]1([O:31][CH2:30]1)[CH3:29].C(=O)([O-])[O-].[Cs+].[Cs+], predict the reaction product. The product is: [Cl:1][C:2]1[CH:3]=[CH:4][C:5]([O:25][CH3:26])=[C:6]([C:8]2[C:9]([NH:13][C:14]([C:16]3[CH:17]=[N:18][N:19]4[CH:24]=[CH:23][CH:22]=[N:21][C:20]=34)=[O:15])=[CH:10][N:11]([CH2:27][C:28]([OH:31])([CH3:30])[CH3:29])[N:12]=2)[CH:7]=1. (2) Given the reactants [C:1]([CH2:4][CH2:5][NH:6][C:7]1[CH:12]=[CH:11][C:10]([C:13]2[CH:14]=[C:15]([C:23]3[CH:28]=[CH:27][C:26]([C:29]([O:31][CH2:32][CH3:33])=[O:30])=[CH:25][CH:24]=3)[CH:16]=[CH:17][C:18]=2[CH2:19][CH2:20][CH2:21]Br)=[CH:9][C:8]=1[C:34]([CH3:37])([CH3:36])[CH3:35])(=[O:3])[CH3:2].[CH:38]1([NH2:41])[CH2:40][CH2:39]1, predict the reaction product. The product is: [C:1]([CH2:4][CH2:5][NH:6][C:7]1[CH:12]=[CH:11][C:10]([C:13]2[CH:14]=[C:15]([C:23]3[CH:28]=[CH:27][C:26]([C:29]([O:31][CH2:32][CH3:33])=[O:30])=[CH:25][CH:24]=3)[CH:16]=[CH:17][C:18]=2[CH2:19][CH2:20][CH2:21][NH:41][CH:38]2[CH2:40][CH2:39]2)=[CH:9][C:8]=1[C:34]([CH3:37])([CH3:36])[CH3:35])(=[O:3])[CH3:2]. (3) Given the reactants [CH:1]1([NH:6][C:7]2[C:12]([C:13]3[CH:18]=[C:17]([O:19][CH3:20])[N:16]=[N:15][C:14]=3OC)=[CH:11][N:10]=[C:9]([NH2:23])[N:8]=2)[CH2:5][CH2:4][CH2:3][CH2:2]1.C1COCC1.[H-].[Na+], predict the reaction product. The product is: [CH:1]1([N:6]2[C:14]3[N:15]=[N:16][C:17]([O:19][CH3:20])=[CH:18][C:13]=3[C:12]3[CH:11]=[N:10][C:9]([NH2:23])=[N:8][C:7]2=3)[CH2:5][CH2:4][CH2:3][CH2:2]1.